Dataset: Full USPTO retrosynthesis dataset with 1.9M reactions from patents (1976-2016). Task: Predict the reactants needed to synthesize the given product. (1) Given the product [C:1]([N:4]1[CH2:8][CH2:7][N:6]([C:9]2[CH:14]=[C:13]([N:37]3[CH2:38][CH2:39][O:35][C:36]3=[O:40])[CH:12]=[CH:11][C:10]=2[C:16]([N:18]2[CH2:23][CH2:22][N:21]([C:24]3[C:29]([CH3:30])=[CH:28][C:27]([CH:31]4[CH2:33][CH2:32]4)=[CH:26][N:25]=3)[CH2:20][CH2:19]2)=[O:17])[C:5]1=[O:34])(=[O:3])[CH3:2], predict the reactants needed to synthesize it. The reactants are: [C:1]([N:4]1[CH2:8][CH2:7][N:6]([C:9]2[CH:14]=[C:13](Cl)[CH:12]=[CH:11][C:10]=2[C:16]([N:18]2[CH2:23][CH2:22][N:21]([C:24]3[C:29]([CH3:30])=[CH:28][C:27]([CH:31]4[CH2:33][CH2:32]4)=[CH:26][N:25]=3)[CH2:20][CH2:19]2)=[O:17])[C:5]1=[O:34])(=[O:3])[CH3:2].[O:35]1[CH2:39][CH2:38][NH:37][C:36]1=[O:40]. (2) Given the product [Cl:1][C:2]1[C:3]2[CH:11]=[CH:10][N:9]([C:12]3[CH:17]=[CH:16][C:15]([CH3:18])=[CH:14][C:13]=3[CH3:19])[C:4]=2[C:5](=[O:8])[N:6]([CH3:22])[N:7]=1, predict the reactants needed to synthesize it. The reactants are: [Cl:1][C:2]1[C:3]2[CH:11]=[CH:10][N:9]([C:12]3[CH:17]=[CH:16][C:15]([CH3:18])=[CH:14][C:13]=3[CH3:19])[C:4]=2[C:5](=[O:8])[NH:6][N:7]=1.CI.[C:22](=O)([O-])[O-].[K+].[K+].CN(C=O)C. (3) The reactants are: [C:1]1([CH:7]([C:33]2[CH:38]=[CH:37][CH:36]=[CH:35][CH:34]=2)[C:8]2[CH:9]=[CH:10][C:11](=[O:32])[N:12]([CH2:14]/[CH:15]=[CH:16]/[C:17]3[CH:25]=[CH:24][CH:23]=[C:22]4[C:18]=3[CH:19]=[CH:20][N:21]4[CH2:26][C:27]([O:29]CC)=[O:28])[CH:13]=2)[CH:6]=[CH:5][CH:4]=[CH:3][CH:2]=1.[OH-].[Na+]. Given the product [C:1]1([CH:7]([C:33]2[CH:38]=[CH:37][CH:36]=[CH:35][CH:34]=2)[C:8]2[CH:9]=[CH:10][C:11](=[O:32])[N:12]([CH2:14]/[CH:15]=[CH:16]/[C:17]3[CH:25]=[CH:24][CH:23]=[C:22]4[C:18]=3[CH:19]=[CH:20][N:21]4[CH2:26][C:27]([OH:29])=[O:28])[CH:13]=2)[CH:6]=[CH:5][CH:4]=[CH:3][CH:2]=1, predict the reactants needed to synthesize it. (4) Given the product [CH3:1][O:3][C:4]([C:7]1[N:8]([C:26]2[CH:31]=[CH:30][C:29]([O:32][CH:33]([CH3:35])[CH3:34])=[CH:28][CH:27]=2)[C:9]2[C:14]([C:6]=1[C:4]([O:3][CH3:1])=[O:5])=[CH:13][C:12]([O:15][C:41]1[CH:46]=[CH:45][C:44]([N+:47]([O-:49])=[O:48])=[CH:43][N:42]=1)=[CH:11][CH:10]=2)=[O:5], predict the reactants needed to synthesize it. The reactants are: [CH2:1]([O:3][C:4]([C:6]1[C:14]2[C:9](=[CH:10][CH:11]=[C:12]([O:15]C3C=CC(C(F)(F)F)=CC=3)[CH:13]=2)[N:8]([C:26]2[CH:31]=[CH:30][C:29]([O:32][CH:33]([CH3:35])[CH3:34])=[CH:28][CH:27]=2)[C:7]=1CC(O)=O)=[O:5])C.Cl[C:41]1[CH:46]=[CH:45][C:44]([N+:47]([O-:49])=[O:48])=[CH:43][N:42]=1. (5) The reactants are: [CH3:1][S:2][C:3]1[N:4]=[CH:5][C:6]2[C:15](=[O:16])[N:14]([C:17]3[CH:18]=[C:19]([C:23]4[O:27][C:26](=[O:28])[NH:25][N:24]=4)[CH:20]=[CH:21][CH:22]=3)[CH2:13][C@H:12]3[N:8]([CH2:9][CH2:10][CH2:11]3)[C:7]=2[N:29]=1.CO.[C:32]1(P(C2C=CC=CC=2)C2C=CC=CC=2)C=CC=CC=1.N(C(OCC)=O)=NC(OCC)=O. Given the product [CH3:32][N:25]1[N:24]=[C:23]([C:19]2[CH:20]=[CH:21][CH:22]=[C:17]([N:14]3[CH2:13][C@H:12]4[N:8]([CH2:9][CH2:10][CH2:11]4)[C:7]4[N:29]=[C:3]([S:2][CH3:1])[N:4]=[CH:5][C:6]=4[C:15]3=[O:16])[CH:18]=2)[O:27][C:26]1=[O:28], predict the reactants needed to synthesize it. (6) Given the product [Br:1][C:2]1[CH:3]=[C:4]2[C:12](=[CH:13][CH:14]=1)[NH:11][C:10]1[CH:9]([NH:15][C:25]([NH:24][C:21]3[CH:22]=[CH:23][C:18]([N:17]([CH3:27])[CH3:16])=[CH:19][CH:20]=3)=[O:26])[CH2:8][CH2:7][CH2:6][C:5]2=1, predict the reactants needed to synthesize it. The reactants are: [Br:1][C:2]1[CH:3]=[C:4]2[C:12](=[CH:13][CH:14]=1)[NH:11][C:10]1[CH:9]([NH2:15])[CH2:8][CH2:7][CH2:6][C:5]2=1.[CH3:16][N:17]([CH3:27])[C:18]1[CH:23]=[CH:22][C:21]([N:24]=[C:25]=[O:26])=[CH:20][CH:19]=1. (7) Given the product [CH3:30][O:29][C:26](=[O:27])[CH2:25][CH2:24][CH2:23][CH2:19][C:20](=[O:21])[C:15]1[CH:14]=[CH:13][C:12]([C:9]2[CH:10]=[CH:11][C:6]([CH3:5])=[CH:7][CH:8]=2)=[CH:17][CH:16]=1, predict the reactants needed to synthesize it. The reactants are: [Cl-].[Cl-].[Cl-].[Al+3].[CH3:5][C:6]1[CH:11]=[CH:10][C:9]([C:12]2[CH:17]=[CH:16][CH:15]=[CH:14][CH:13]=2)=[CH:8][CH:7]=1.C[CH:19]([CH2:23][CH2:24][CH2:25][C:26](Cl)=[O:27])[C:20](Cl)=[O:21].[OH2:29].[CH2:30](Cl)Cl. (8) Given the product [CH3:1][O:2][C:3]1[C:8]([C:9]2[C:13]([C:29]3[CH:37]=[CH:36][C:32]([C:33]([NH2:35])=[O:34])=[CH:31][CH:30]=3)=[C:12]([CH3:27])[O:11][N:10]=2)=[CH:7][CH:6]=[CH:5][N:4]=1, predict the reactants needed to synthesize it. The reactants are: [CH3:1][O:2][C:3]1[C:8]([C:9]2[C:13]([Sn](CCCC)(CCCC)CCCC)=[C:12]([CH3:27])[O:11][N:10]=2)=[CH:7][CH:6]=[CH:5][N:4]=1.Br[C:29]1[CH:37]=[CH:36][C:32]([C:33]([NH2:35])=[O:34])=[CH:31][CH:30]=1.[F-].[K+].